From a dataset of Full USPTO retrosynthesis dataset with 1.9M reactions from patents (1976-2016). Predict the reactants needed to synthesize the given product. (1) Given the product [N:26]1([CH2:32][CH2:33][NH:34][S:35]([C:38]2[S:39][C:40]([C:2]#[C:1][C:3]3[CH:4]=[N:5][N:6]4[C:11]([C:12]([F:14])([F:13])[F:15])=[CH:10][C:9]([C:16]5[CH:21]=[CH:20][C:19]([C:22]([F:25])([F:24])[F:23])=[CH:18][CH:17]=5)=[N:8][C:7]=34)=[CH:41][CH:42]=2)(=[O:36])=[O:37])[CH2:31][CH2:30][O:29][CH2:28][CH2:27]1, predict the reactants needed to synthesize it. The reactants are: [C:1]([C:3]1[CH:4]=[N:5][N:6]2[C:11]([C:12]([F:15])([F:14])[F:13])=[CH:10][C:9]([C:16]3[CH:21]=[CH:20][C:19]([C:22]([F:25])([F:24])[F:23])=[CH:18][CH:17]=3)=[N:8][C:7]=12)#[CH:2].[N:26]1([CH2:32][CH2:33][NH:34][S:35]([C:38]2[S:39][C:40](Cl)=[CH:41][CH:42]=2)(=[O:37])=[O:36])[CH2:31][CH2:30][O:29][CH2:28][CH2:27]1. (2) Given the product [Br:1][C:2]1[CH:30]=[C:6]2[C:5](=[CH:4][C:3]=1[O:33][CH3:34])[N:16]([C@H:17]([C:21]([CH3:28])([CH3:29])[O:22][SiH2:23][C:24]([CH3:25])([CH3:26])[CH3:27])[CH:18]([CH3:19])[CH3:20])[CH:15]=[C:9]([C:10]([O:12][CH2:13][CH3:14])=[O:11])[C:7]2=[O:8], predict the reactants needed to synthesize it. The reactants are: [Br:1][C:2]1[C:3]([O:33][CH3:34])=[CH:4][C:5](OC)=[C:6]([CH:30]=1)[C:7]([C:9](=[CH:15][NH:16][C@H:17]([C:21]([CH3:29])([CH3:28])[O:22][SiH2:23][C:24]([CH3:27])([CH3:26])[CH3:25])[CH:18]([CH3:20])[CH3:19])[C:10]([O:12][CH2:13][CH3:14])=[O:11])=[O:8].C1(C)C=CC=CC=1.C(=O)([O-])[O-].[K+].[K+].O1CCCC1. (3) Given the product [CH:1]1([C:6]2[C:10]3[CH2:11][NH:12][C@@H:13]([CH3:15])[CH2:14][C:9]=3[NH:8][N:7]=2)[CH2:2][CH2:3][CH2:4][CH2:5]1, predict the reactants needed to synthesize it. The reactants are: [CH:1]1([C:6]2[C:10]3[CH2:11][N:12](C(OC(C)(C)C)=O)[C@@H:13]([CH3:15])[CH2:14][C:9]=3[NH:8][N:7]=2)[CH2:5][CH2:4][CH2:3][CH2:2]1.Cl.O1CCOCC1.